Dataset: Catalyst prediction with 721,799 reactions and 888 catalyst types from USPTO. Task: Predict which catalyst facilitates the given reaction. (1) Reactant: [CH3:1][C:2]([CH3:7])([CH3:6])[CH2:3][CH:4]=O.C(N(CC)CC)C.Cl.Cl.[F:17][C:18]1[CH:19]=[C:20]([C:34]([N:36]2[CH2:45][C:44]3[CH:43]=[N:42][N:41]([CH3:46])[C:40]=3[NH:39][C:38]3[CH:47]=[CH:48][CH:49]=[CH:50][C:37]2=3)=[O:35])[CH:21]=[CH:22][C:23]=1[O:24][CH2:25][CH2:26][CH2:27][N:28]1[CH2:33][CH2:32][NH:31][CH2:30][CH2:29]1.C([BH3-])#N.[Na+]. Product: [CH3:1][C:2]([CH3:7])([CH3:6])[CH2:3][CH2:4][N:31]1[CH2:32][CH2:33][N:28]([CH2:27][CH2:26][CH2:25][O:24][C:23]2[CH:22]=[CH:21][C:20]([C:34]([N:36]3[CH2:45][C:44]4[CH:43]=[N:42][N:41]([CH3:46])[C:40]=4[NH:39][C:38]4[CH:47]=[CH:48][CH:49]=[CH:50][C:37]3=4)=[O:35])=[CH:19][C:18]=2[F:17])[CH2:29][CH2:30]1. The catalyst class is: 130. (2) Reactant: [O:1]1[CH2:6][CH2:5][CH2:4][O:3][CH:2]1[C:7]1[N:12]=[CH:11][C:10]([C:13]2[S:21][C:20]3[C:15](=[N:16][CH:17]=[CH:18][C:19]=3[O:22][C:23]3[CH:29]=[CH:28][C:26]([NH2:27])=[CH:25][C:24]=3[F:30])[CH:14]=2)=[CH:9][CH:8]=1.[N:31]1[CH:36]=C[CH:34]=[CH:33][CH:32]=1.ClC(OC1C=CC=CC=1)=[O:39].C1(N)CC1. Product: [O:1]1[CH2:6][CH2:5][CH2:4][O:3][CH:2]1[C:7]1[N:12]=[CH:11][C:10]([C:13]2[S:21][C:20]3[C:15](=[N:16][CH:17]=[CH:18][C:19]=3[O:22][C:23]3[CH:29]=[CH:28][C:26]([NH:27][C:36]([NH:31][CH:32]4[CH2:34][CH2:33]4)=[O:39])=[CH:25][C:24]=3[F:30])[CH:14]=2)=[CH:9][CH:8]=1. The catalyst class is: 18.